The task is: Regression/Classification. Given a drug SMILES string, predict its absorption, distribution, metabolism, or excretion properties. Task type varies by dataset: regression for continuous measurements (e.g., permeability, clearance, half-life) or binary classification for categorical outcomes (e.g., BBB penetration, CYP inhibition). Dataset: cyp2c9_veith.. This data is from CYP2C9 inhibition data for predicting drug metabolism from PubChem BioAssay. (1) The compound is CCNc1ncc2nc(-c3cccc(C#N)c3)c(=O)n(Cc3cccc(OC)c3)c2n1. The result is 0 (non-inhibitor). (2) The compound is COC(=O)[C@@]1(Cc2ccc(F)cc2)[C@H]2c3cc(C(=O)N(C)C)n(CC4CC4)c3C[C@H]2CN1C(=O)c1ccccc1. The result is 1 (inhibitor). (3) The drug is C[C@]12CC[C@H]3c4ccc(O)cc4CC[C@@H]3[C@H]1C/C(=N/O)[C@H]2O. The result is 0 (non-inhibitor).